From a dataset of Catalyst prediction with 721,799 reactions and 888 catalyst types from USPTO. Predict which catalyst facilitates the given reaction. (1) Reactant: [NH3:1].[Cl:2][C:3]1[C:8]([CH:9]=[O:10])=[C:7](Cl)[N:6]=[CH:5][N:4]=1. Product: [NH2:1][C:7]1[C:8]([CH:9]=[O:10])=[C:3]([Cl:2])[N:4]=[CH:5][N:6]=1. The catalyst class is: 93. (2) Reactant: [H-].[H-].[H-].[H-].[Li+].[Al+3].[Cl:7][C:8]1[C:9]([C:16]([O-])=[O:17])=[C:10]([CH2:14][CH3:15])[CH:11]=[N:12][CH:13]=1. Product: [Cl:7][C:8]1[CH:13]=[N:12][CH:11]=[C:10]([CH2:14][CH3:15])[C:9]=1[CH2:16][OH:17]. The catalyst class is: 1. (3) Reactant: C1C(C(N[C@H](C(O)=O)CCC(O)=O)=[O:8])=CC=C(NCC2N=C3C(N=C(N)NC3=NC=2)=O)C=1.[CH2:33]1[CH2:38][CH2:37][CH:36]([N:39]=[C:40]=[N:41][CH:42]2[CH2:47][CH2:46][CH2:45][CH2:44][CH2:43]2)[CH2:35][CH2:34]1. Product: [C:40]([NH:39][CH:36]1[CH2:35][CH2:34][CH2:33][CH2:38][CH2:37]1)([NH:41][CH:42]1[CH2:47][CH2:46][CH2:45][CH2:44][CH2:43]1)=[O:8]. The catalyst class is: 16. (4) Reactant: [Cl:1][C:2]1[CH:20]=[C:19]([F:21])[C:18]([F:22])=[CH:17][C:3]=1[C:4]([NH:6][C:7]1[NH:11][N:10]=[C:9]([C:12]([O:14]CC)=[O:13])[CH:8]=1)=[O:5].[OH-].[Na+].Cl. Product: [Cl:1][C:2]1[CH:20]=[C:19]([F:21])[C:18]([F:22])=[CH:17][C:3]=1[C:4]([NH:6][C:7]1[NH:11][N:10]=[C:9]([C:12]([OH:14])=[O:13])[CH:8]=1)=[O:5]. The catalyst class is: 40. (5) Reactant: [Cl:1][C:2]1[CH:38]=[CH:37][CH:36]=[C:35]([Cl:39])[C:3]=1[C:4]([NH:6][CH2:7][C:8]1[CH:13]=[CH:12][C:11]([C:14]2[CH:19]=[CH:18][N:17]([CH2:20][O:21][P:22](=[O:33])([O:28]C(C)(C)C)[O:23]C(C)(C)C)[C:16](=[O:34])[CH:15]=2)=[CH:10][CH:9]=1)=[O:5].C(O)(=O)C.O. Product: [Cl:39][C:35]1[CH:36]=[CH:37][CH:38]=[C:2]([Cl:1])[C:3]=1[C:4]([NH:6][CH2:7][C:8]1[CH:9]=[CH:10][C:11]([C:14]2[CH:19]=[CH:18][N:17]([CH2:20][O:21][P:22](=[O:23])([OH:33])[OH:28])[C:16](=[O:34])[CH:15]=2)=[CH:12][CH:13]=1)=[O:5]. The catalyst class is: 10.